Dataset: Catalyst prediction with 721,799 reactions and 888 catalyst types from USPTO. Task: Predict which catalyst facilitates the given reaction. (1) Reactant: [CH2:1]([CH:3]1[CH:7]([C:8]2[N:12]3[C:13]4[CH:19]=[CH:18][N:17]([CH2:20][O:21][CH2:22][CH2:23][Si:24]([CH3:27])([CH3:26])[CH3:25])[C:14]=4[N:15]=[CH:16][C:11]3=[N:10][N:9]=2)[CH2:6][CH:5]([OH:28])[CH2:4]1)[CH3:2].[H-].[Na+].Cl[C:32]1[CH:37]=[N:36][C:35]([C:38]#[N:39])=[CH:34][N:33]=1. Product: [CH2:1]([CH:3]1[CH:7]([C:8]2[N:12]3[C:13]4[CH:19]=[CH:18][N:17]([CH2:20][O:21][CH2:22][CH2:23][Si:24]([CH3:26])([CH3:25])[CH3:27])[C:14]=4[N:15]=[CH:16][C:11]3=[N:10][N:9]=2)[CH2:6][CH:5]([O:28][C:32]2[N:33]=[CH:34][C:35]([C:38]#[N:39])=[N:36][CH:37]=2)[CH2:4]1)[CH3:2]. The catalyst class is: 3. (2) Product: [Br:1][CH2:2][CH:3]([CH3:4])[O:5][CH:7]1[CH2:8][CH2:9][CH2:10][CH2:11][O:6]1. Reactant: [Br:1][CH2:2][CH:3]([OH:5])[CH3:4].[O:6]1[CH:11]=[CH:10][CH2:9][CH2:8][CH2:7]1.O.C1(C)C=CC(S(O)(=O)=O)=CC=1. The catalyst class is: 317. (3) Reactant: Cl[C:2]1[C:3]2[CH2:11][CH2:10][N:9]([C:12]3[C:17]([Cl:18])=[CH:16][CH:15]=[CH:14][N:13]=3)[CH2:8][C:4]=2[N:5]=[CH:6][N:7]=1.[C:19]1([CH2:25][CH2:26][NH2:27])[CH:24]=[CH:23][CH:22]=[CH:21][CH:20]=1. The catalyst class is: 10. Product: [Cl:18][C:17]1[C:12]([N:9]2[CH2:10][CH2:11][C:3]3[C:2]([NH:27][CH2:26][CH2:25][C:19]4[CH:24]=[CH:23][CH:22]=[CH:21][CH:20]=4)=[N:7][CH:6]=[N:5][C:4]=3[CH2:8]2)=[N:13][CH:14]=[CH:15][CH:16]=1. (4) Reactant: [CH2:1]([O:3][C:4](=[O:20])[C:5]([N+:17]([O-])=O)=[CH:6][C:7]1[C:16]2[C:11](=[CH:12][CH:13]=[CH:14][CH:15]=2)[CH:10]=[CH:9][CH:8]=1)[CH3:2]. Product: [CH2:1]([O:3][C:4](=[O:20])[CH:5]([NH2:17])[CH2:6][C:7]1[C:16]2[C:11](=[CH:12][CH:13]=[CH:14][CH:15]=2)[CH:10]=[CH:9][CH:8]=1)[CH3:2]. The catalyst class is: 19. (5) Reactant: [Cl:1][C:2]1[N:7]=[C:6]([C:8]([OH:10])=O)[CH:5]=[C:4]([N:11]2[CH2:16][CH2:15][O:14][CH2:13][CH2:12]2)[N:3]=1.CN(C(ON1N=NC2C=CC=CC1=2)=[N+](C)C)C.F[P-](F)(F)(F)(F)F.C(N(C(C)C)CC)(C)C.[N:50]1([CH2:56][CH2:57][O:58][C:59]2[C:68]3[C:63](=[CH:64][CH:65]=[CH:66][CH:67]=3)[C:62]([NH2:69])=[CH:61][CH:60]=2)[CH2:55][CH2:54][O:53][CH2:52][CH2:51]1. Product: [N:50]1([CH2:56][CH2:57][O:58][C:59]2[C:68]3[C:63](=[CH:64][CH:65]=[CH:66][CH:67]=3)[C:62]([NH:69][C:8]([C:6]3[CH:5]=[C:4]([N:11]4[CH2:16][CH2:15][O:14][CH2:13][CH2:12]4)[N:3]=[C:2]([Cl:1])[N:7]=3)=[O:10])=[CH:61][CH:60]=2)[CH2:55][CH2:54][O:53][CH2:52][CH2:51]1. The catalyst class is: 18. (6) Reactant: [Br:1][C:2]1[C:3]([F:19])=[CH:4][C:5]([OH:18])=[C:6]([C:8](=[O:17])[CH:9]=[CH:10][C:11]2[CH:16]=[CH:15][CH:14]=[CH:13][CH:12]=2)[CH:7]=1.[OH-].[Na+]. Product: [Br:1][C:2]1[CH:7]=[C:6]2[C:5](=[CH:4][C:3]=1[F:19])[O:18][CH:10]([C:11]1[CH:16]=[CH:15][CH:14]=[CH:13][CH:12]=1)[CH2:9][C:8]2=[O:17]. The catalyst class is: 315. (7) Reactant: Br[C:2]1[CH:3]=[C:4]([CH:7]=[C:8]([N:10]2[CH2:15][CH2:14][C:13]3[N:16]=[C:17]([C:19]4[CH:24]=[CH:23][CH:22]=[CH:21][N:20]=4)[O:18][C:12]=3[CH2:11]2)[CH:9]=1)[C:5]#[N:6].[NH:25]1[CH2:30][CH2:29][O:28][CH2:27][CH2:26]1.C(O[Na])(C)(C)C.C1C=CC(P(C2C(C3C(P(C4C=CC=CC=4)C4C=CC=CC=4)=CC=C4C=3C=CC=C4)=C3C(C=CC=C3)=CC=2)C2C=CC=CC=2)=CC=1. Product: [O:28]1[CH2:29][CH2:30][N:25]([C:2]2[CH:3]=[C:4]([CH:7]=[C:8]([N:10]3[CH2:15][CH2:14][C:13]4[N:16]=[C:17]([C:19]5[CH:24]=[CH:23][CH:22]=[CH:21][N:20]=5)[O:18][C:12]=4[CH2:11]3)[CH:9]=2)[C:5]#[N:6])[CH2:26][CH2:27]1. The catalyst class is: 101. (8) Reactant: [F:1][C:2]1[CH:7]=[CH:6][C:5]([N:8]2[C:12]([C:13]([O:15][CH2:16][CH3:17])=[O:14])=[CH:11][N:10]=[C:9]2[CH:18]=O)=[CH:4][CH:3]=1.[F:20][C:21]1[C:27]([F:28])=[CH:26][CH:25]=[C:24]([F:29])[C:22]=1[NH2:23].[B][B][B][B][B][B][B][B][B][B]. Product: [F:1][C:2]1[CH:7]=[CH:6][C:5]([N:8]2[C:12]([C:13]([O:15][CH2:16][CH3:17])=[O:14])=[CH:11][N:10]=[C:9]2[CH2:18][NH:23][C:22]2[C:24]([F:29])=[CH:25][CH:26]=[C:27]([F:28])[C:21]=2[F:20])=[CH:4][CH:3]=1. The catalyst class is: 404. (9) Reactant: [C:1]([C:3]1[CH:8]=[CH:7][C:6]([C:9]2[N:13]3[CH:14]=[C:15]([C:18]4[CH:44]=[CH:43][C:21]([C:22]([N:24]5[CH2:29][CH2:28][N:27]([CH:30]6[CH2:35][CH2:34][N:33](C(OC(C)(C)C)=O)[CH2:32][CH2:31]6)[CH2:26][CH2:25]5)=[O:23])=[CH:20][CH:19]=4)[CH:16]=[CH:17][C:12]3=[N:11][CH:10]=2)=[CH:5][CH:4]=1)#[N:2].C(O)(C(F)(F)F)=O. Product: [NH:33]1[CH2:32][CH2:31][CH:30]([N:27]2[CH2:28][CH2:29][N:24]([C:22]([C:21]3[CH:20]=[CH:19][C:18]([C:15]4[CH:16]=[CH:17][C:12]5[N:13]([C:9]([C:6]6[CH:7]=[CH:8][C:3]([C:1]#[N:2])=[CH:4][CH:5]=6)=[CH:10][N:11]=5)[CH:14]=4)=[CH:44][CH:43]=3)=[O:23])[CH2:25][CH2:26]2)[CH2:35][CH2:34]1. The catalyst class is: 2.